From a dataset of Full USPTO retrosynthesis dataset with 1.9M reactions from patents (1976-2016). Predict the reactants needed to synthesize the given product. (1) Given the product [CH:29]1([C:26]2[CH:27]=[N:28][C:19]([NH:17][C:13]3[C:14]4[C:9](=[CH:8][C:7]([C:1]5[CH:2]=[CH:3][CH:4]=[CH:5][CH:6]=5)=[CH:16][CH:15]=4)[CH:10]=[CH:11][CH:12]=3)=[C:20]([CH:25]=2)[C:21]([O:23][CH3:24])=[O:22])[CH2:30][CH2:31]1, predict the reactants needed to synthesize it. The reactants are: [C:1]1([C:7]2[CH:8]=[C:9]3[C:14](=[CH:15][CH:16]=2)[C:13]([NH2:17])=[CH:12][CH:11]=[CH:10]3)[CH:6]=[CH:5][CH:4]=[CH:3][CH:2]=1.Cl[C:19]1[N:28]=[CH:27][C:26]([CH:29]2[CH2:31][CH2:30]2)=[CH:25][C:20]=1[C:21]([O:23][CH3:24])=[O:22].C(=O)([O-])[O-].[Cs+].[Cs+]. (2) Given the product [ClH:29].[OH:32][CH2:30][C@@H:7]1[O:6][C:5](=[O:8])[N:4]([C:9]2[CH:14]=[CH:13][C:12]([N:15]3[CH2:16][CH2:17][NH:18][CH2:19][CH2:20]3)=[C:11]([F:28])[CH:10]=2)[CH2:3]1, predict the reactants needed to synthesize it. The reactants are: OC[C@@H:3]1[CH2:7][O:6][C:5](=[O:8])[N:4]1[C:9]1[CH:14]=[CH:13][C:12]([N:15]2[CH2:20][CH2:19][N:18](C(OC(C)(C)C)=O)[CH2:17][CH2:16]2)=[C:11]([F:28])[CH:10]=1.[ClH:29].[CH2:30]([OH:32])C.